This data is from Full USPTO retrosynthesis dataset with 1.9M reactions from patents (1976-2016). The task is: Predict the reactants needed to synthesize the given product. (1) Given the product [CH2:33]([C:30]1[CH:29]=[N:28][C:27]([N:24]2[CH2:23][CH2:22][CH:21]([N:17]3[CH2:18][CH2:19][CH2:20][C@H:15]([NH:14][C:2]4[C:12]([F:13])=[CH:11][C:5]5[S:6](=[O:10])(=[O:9])[CH2:7][CH2:8][C:4]=5[CH:3]=4)[C:16]3=[O:35])[CH2:26][CH2:25]2)=[N:32][CH:31]=1)[CH3:34], predict the reactants needed to synthesize it. The reactants are: Br[C:2]1[C:12]([F:13])=[CH:11][C:5]2[S:6](=[O:10])(=[O:9])[CH2:7][CH2:8][C:4]=2[CH:3]=1.[NH2:14][C@H:15]1[CH2:20][CH2:19][CH2:18][N:17]([CH:21]2[CH2:26][CH2:25][N:24]([C:27]3[N:32]=[CH:31][C:30]([CH2:33][CH3:34])=[CH:29][N:28]=3)[CH2:23][CH2:22]2)[C:16]1=[O:35].CC(C)([O-])C.[Na+]. (2) Given the product [Br:22][C:21]1[C:20]2[C:18](=[O:19])[N:29]([CH2:23][CH:24]3[CH2:25][CH2:26][CH2:27][O:28]3)[C:15](=[O:17])[C:5]3=[CH:6][C:7]([Br:14])=[C:8]4[C:3]([C:4]=23)=[C:2]([C:12](=[O:13])[N:29]([CH2:23][CH:24]2[CH2:25][CH2:26][CH2:27][O:28]2)[C:9]4=[O:10])[CH:1]=1, predict the reactants needed to synthesize it. The reactants are: [CH:1]1[C:21]([Br:22])=[C:20]2[C:4]3[C:5]([C:15]([O:17][C:18]2=[O:19])=O)=[CH:6][C:7]([Br:14])=[C:8]2[C:9](O[C:12](=[O:13])[C:2]=1[C:3]=32)=[O:10].[CH2:23]([NH2:29])[CH:24]1[O:28][CH2:27][CH2:26][CH2:25]1. (3) Given the product [NH2:29][C:23]1[CH:24]=[C:25]([CH:26]=[C:21]([N:11]2[CH2:12][CH2:13][C@@H:14]([N:15]3[CH2:16][CH2:17][O:18][CH2:19][CH2:20]3)[C@H:9]([O:8][Si:1]([C:4]([CH3:7])([CH3:6])[CH3:5])([CH3:2])[CH3:3])[CH2:10]2)[C:22]=1[Cl:37])[C:27]#[N:28], predict the reactants needed to synthesize it. The reactants are: [Si:1]([O:8][C@H:9]1[C@H:14]([N:15]2[CH2:20][CH2:19][O:18][CH2:17][CH2:16]2)[CH2:13][CH2:12][N:11]([C:21]2[C:22]([Cl:37])=[C:23]([NH:29]C(=O)OC(C)(C)C)[CH:24]=[C:25]([C:27]#[N:28])[CH:26]=2)[CH2:10]1)([C:4]([CH3:7])([CH3:6])[CH3:5])([CH3:3])[CH3:2].C(O)(C(F)(F)F)=O.